From a dataset of Full USPTO retrosynthesis dataset with 1.9M reactions from patents (1976-2016). Predict the reactants needed to synthesize the given product. The reactants are: [NH2:1][CH2:2][CH2:3][NH:4][C:5](=O)[CH2:6][C:7]1[CH:12]=[CH:11][C:10]([O:13][CH2:14][CH3:15])=[C:9]([O:16][CH3:17])[CH:8]=1.[AlH3].N(CC)(C)C. Given the product [CH2:14]([O:13][C:10]1[CH:11]=[CH:12][C:7]([CH2:6][CH2:5][NH:4][CH2:3][CH2:2][NH2:1])=[CH:8][C:9]=1[O:16][CH3:17])[CH3:15], predict the reactants needed to synthesize it.